This data is from Full USPTO retrosynthesis dataset with 1.9M reactions from patents (1976-2016). The task is: Predict the reactants needed to synthesize the given product. (1) Given the product [CH2:8]([O:15][C:16](=[O:18])[NH2:17])[C:9]1[CH:14]=[CH:13][CH:12]=[CH:11][CH:10]=1, predict the reactants needed to synthesize it. The reactants are: FC(F)(F)C(O)=O.[CH2:8]([O:15][C:16](=[O:18])[NH2:17])[C:9]1[CH:14]=[CH:13][CH:12]=[CH:11][CH:10]=1.C([BH3-])#N.[Na+].C([O-])([O-])=O.[Na+].[Na+]. (2) Given the product [F:1][C:2]1[C:7]([F:8])=[C:6]([CH2:9][CH2:10][CH2:11][CH2:12][C@H:13]2[CH2:18][CH2:17][C@H:16]([C@H:19]3[CH2:20][CH2:21][C@H:22]([CH2:25][CH2:26][CH3:27])[CH2:23][CH2:24]3)[CH2:15][CH2:14]2)[CH:5]=[CH:4][C:3]=1[I:33], predict the reactants needed to synthesize it. The reactants are: [F:1][C:2]1[C:7]([F:8])=[C:6]([CH2:9][CH2:10][CH2:11][CH2:12][C@H:13]2[CH2:18][CH2:17][C@H:16]([C@H:19]3[CH2:24][CH2:23][C@H:22]([CH2:25][CH2:26][CH3:27])[CH2:21][CH2:20]3)[CH2:15][CH2:14]2)[CH:5]=[CH:4][CH:3]=1.C([Li])(CC)C.[I:33]I.S([O-])([O-])(=O)=S.[Na+].[Na+]. (3) Given the product [C:21]([C:22]1[C:23](=[O:24])[N:10]([CH2:11][CH2:12][O:13][C:14](=[O:16])[CH3:15])[C:5]2[C:4]([C:3]=1[OH:17])=[CH:9][CH:8]=[CH:7][CH:6]=2)(=[O:20])[CH3:26], predict the reactants needed to synthesize it. The reactants are: CO[C:3](=[O:17])[C:4]1[CH:9]=[CH:8][CH:7]=[CH:6][C:5]=1[NH:10][CH2:11][CH2:12][O:13][C:14](=[O:16])[CH3:15].CC1(C)[O:24][C:23](=O)[CH:22]=[C:21]([CH3:26])[O:20]1. (4) Given the product [C:11]([O:10][C:9](=[O:15])[NH:8][C:4]1[CH:3]=[C:2]([B:21]2[O:25][C:24]([CH3:27])([CH3:26])[C:23]([CH3:29])([CH3:28])[O:22]2)[CH:7]=[CH:6][N:5]=1)([CH3:14])([CH3:13])[CH3:12], predict the reactants needed to synthesize it. The reactants are: Br[C:2]1[CH:7]=[CH:6][N:5]=[C:4]([NH:8][C:9](=[O:15])[O:10][C:11]([CH3:14])([CH3:13])[CH3:12])[CH:3]=1.C([O-])(=O)C.[K+].[B:21]1([B:21]2[O:25][C:24]([CH3:27])([CH3:26])[C:23]([CH3:29])([CH3:28])[O:22]2)[O:25][C:24]([CH3:27])([CH3:26])[C:23]([CH3:29])([CH3:28])[O:22]1.[Cl-].[NH4+].